Regression. Given a target protein amino acid sequence and a drug SMILES string, predict the binding affinity score between them. We predict pKi (pKi = -log10(Ki in M); higher means stronger inhibition). Dataset: bindingdb_ki. From a dataset of Drug-target binding data from BindingDB using Ki measurements. (1) The drug is FC(F)(F)C(F)(F)c1nc2c(I)c(I)c(I)c(I)c2[nH]1. The target protein (P19139) has sequence MSGPVPSRARVYTDVNTHRPREYWDYESHVVEWGNQDDYQLVRKLGRGKYSEVFEAINITNNEKVVVKILKPVKKKKIKREIKILENLRGGPNIITLADIVKDPVSRTPALVFEHVNNTDFKQLYQTLTDYDIRFYMYEILKALDYCHSMGIMHRDVKPHNVMIDHEHRKLRLIDWGLAEFYHPGQEYNVRVASRYFKGPELLVDYQMYDYSLDMWSLGCMLASMIFRKEPFFHGHDNYDQLVRIAKVLGTEDLYDYIDKYNIELDPRFNDILGRHSRKRWERFVHSENQHLVSPEALDFLDKLLRYDHQSRLTAREAMEHPYFYTVVKDQARMSSAGMAGGSTPVSSANMMSGISSVPTPSPLGPLAGSPVIAAANSLGIPVPAAAGAQQ. The pKi is 7.2. (2) The drug is Cc1cc([C@@H]2CCCN2C)on1. The target protein (O60503) has sequence MASPPHQQLLHHHSTEVSCDSSGDSNSVRVKINPKQLSSNSHPKHCKYSISSSCSSSGDSGGVPRRVGGGGRLRRQKKLPQLFERASSRWWDPKFDSVNLEEACLERCFPQTQRRFRYALFYIGFACLLWSIYFAVHMRSRLIVMVAPALCFLLVCVGFFLFTFTKLYARHYAWTSLALTLLVFALTLAAQFQVLTPVSGRGDSSNLTATARPTDTCLSQVGSFSMCIEVLFLLYTVMHLPLYLSLCLGVAYSVLFETFGYHFRDEACFPSPGAGALHWELLSRGLLHGCIHAIGVHLFVMSQVRSRSTFLKVGQSIMHGKDLEVEKALKERMIHSVMPRIIADDLMKQGDEESENSVKRHATSSPKNRKKKSSIQKAPIAFRPFKMQQIEEVSILFADIVGFTKMSANKSAHALVGLLNDLFGRFDRLCEETKCEKISTLGDCYYCVAGCPEPRADHAYCCIEMGLGMIKAIEQFCQEKKEMVNMRVGVHTGTVLCGIL.... The pKi is 5.0. (3) The drug is OC[C@H]1N=C(NO)[C@H](O)[C@@H](O)[C@@H]1O. The target protein sequence is MILNLTGKIAPIACGLLCCCSMVYAQGNDTSEVMLLDTGWEFSQSGTEKWMPATVPGTVHQDLISHELLPNPFYGMNEKKIQWVENEDWEYRTSFIVSEEQLNRDGIQLIFEGLDTYADVYLNGSLLLKADNMFVGYTLPVKSVLRKGENHLYIYFHSPIRQTLPQYASNGFNYPADNDHHEKHLSVFSRKAPYSYGWDWGIRMVTSGVWRPVTLRFYDIATISDYYVRQLSLTDENARLSNELIVNQIVPQKIPAEVRVNVSLNGTTVTEVKQQVTLQPGINHITLPAEVTNPVRWMPNGWGTPTLYDFSAQIACGDRIVAEQSHRIGLRTIRVVNEKDKDGESFYFEVNGIPMFAKGANYIPQDALLPNVTTERYQTLFRDMKEANMNMVRIWGGGTYENNLFYDLADENGILVWQDFMFACTPYPSDPTFLKRVEAEAVYNIRRLRNHASLAMWCGNNEILEALKYWGFEKKFTPEVYQGLMHGYDKLFRELLPSTV.... The pKi is 2.7. (4) The small molecule is C[N+](C)(C)CCOC(N)=O. The target protein sequence is MTLHSQSTTSPLFPQISSSWVHSPSEAGLPLGTVTQLGSYQISQETGQFSSQDTSSDPLGGHTIWQVVFIAFLTGFLALVTIIGNILVIVAFKVNKQLKTVNNYFLLSLASADLIIGVISMNLFTTYIIMNRWALGNLACDLWLSIDYVASNASVMNLLVISFDRYFSITRPLTYRAKCTTKRAGVMIGLAWVISFVLWAPAILFWQYFVGKRTVPPGECFIQFLSEPTITFGTAIAAFYMPVTIMTILYWRIYKETEKRTKELAGLQASGTEIEGRIEGRIEGRTRSQITKRKRMSLIKEKKAAQTLSAILLAFIITWTPYNIMVLVNTFADSAIPKTYWNLGYWLCYINSTVNPVAYALSNKTFRTTFKTLLLSQSDKRKRRKQQYQQRQSVIFHKRVPEQAL. The pKi is 5.1. (5) The drug is O=C(O)C1(C(=O)O)CC1. The target protein (P05793) has sequence MANYFNTLNLRQQLAQLGKCRFMGRDEFADGASYLQGKKVVIVGCGAQGLNQGLNMRDSGLDISYALRKEAIAEKRASWRKATENGFKVGTYEELIPQADLVINLTPDKQHSDVVRTVQPLMKDGAALGYSHGFNIVEVGEQIRKDITVVMVAPKCPGTEVREEYKRGFGVPTLIAVHPENDPKGEGMAIAKAWAAATGGHRAGVLESSFVAEVKSDLMGEQTILCGMLQAGSLLCFDKLVEEGTDPAYAEKLIQFGWETITEALKQGGITLMMDRLSNPAKLRAYALSEQLKEIMAPLFQKHMDDIISGEFSSGMMADWANDDKKLLTWREETGKTAFETAPQYEGKIGEQEYFDKGVLMIAMVKAGVELAFETMVDSGIIEESAYYESLHELPLIANTIARKRLYEMNVVISDTAEYGNYLFSYACVPLLKPFMAELQPGDLGKAIPEGAVDNGQLRDVNEAIRSHAIEQVGKKLRGYMTDMKRIAVAG. The pKi is 4.1. (6) The drug is NC1(C(=O)O)CC2CC1c1ccccc12. The target protein (Q63016) has sequence MAVAGAKRRAVAAPATTAAEEERQAREKMLEARRGDGADPEGEGVTLQRNITLINGVAIIVGTIIGSGIFVTPTGVLKEAGSPGLSLVVWAVCGVFSIVGALCYAELGTTISKSGGDYAYMLEVYGSLPAFLKLWIELLIIRPSSQYIVALVFATYLLKPVFPTCPVPEEAAKLVACLCVLLLTAVNCYSVKAATRVQDAFAAAKLLALALIILLGFIQMGKDIGQGDASNLHQKLSFEGTNLDVGNIVLALYSGLFAYGGWNYLNFVTEEMINPYRNLPLAIIISLPIVTLVYVLTNLAYFTTLSTNQMLTSEAVAVDFGNYHLGVMSWIIPVFVGLSCFGSVNGSLFTSSRLFFVGSREGHLPSILSMIHPQLLTPVPSLVFTCVMTLMYAFSRDIFSIINFFSFFNWLCVALAIIGMMWLRFKKPELERPIKVNLALPVFFILACLFLIAVSFWKTPLECGIGFAIILSGLPVYFFGVWWKNKPKWILQVIFSVTVL.... The pKi is 4.6. (7) The compound is CC(C)S(=O)(=O)N1CCC[C@@H]1C(=O)NC(C=O)Cc1ccccc1. The target protein (P35750) has sequence MAEEVITPVYCTGVSAQVQKLRAKELGLGRHENAIKYLGQDYEQLRAHCLQSGSLFRDEAFPPVPQSLGFKELGPNSSKTYGVKWKRPTELFSNPQFIVDGATRTDICQGALGDCWLLAAIASLTLNDTLLHRVVPHGQSFQNGYAGIFHFQLWQFGEWVDVVVDDLLPTKDGKLVFVHSAQGNEFWSALLEKAYAKVNGSYEALSGGSTSEGFEDFTGGVTEWYELRKAPSDLYSIILKALERGSLLGCSIDISSVLDMEAVTFKKLVKGHAYSVTGAKQVNYQGQMVNLIRMRNPWGEVEWTGAWSDGSSEWNGVDPYQRDQLRVRMEDGEFWMSFRDFLREFTRLEICNLTPDALKSQRVRNWNTTLYEGTWRRGSTAGGCRNYPATFWVNPQFKIRLEETDDPEDDYGGRESGCSFVLALMQKHRRRERRFGRDMETIGFAVYEVPPELVGQPVHLKRDFFLANASRARSEQFINLREVSTRFRLPPGEYVVVPST.... The pKi is 6.1. (8) The drug is O=C([C@H](O)COP(=O)(O)O)[C@H](O)C(O)COP(=O)(O)O. The target protein (P56109) has sequence MLVKGNEILLKAHKEGYGVGAFNFVNFEMLNAIFEAGNEENSPLFIQTSEGAIKYMGIDMAVGMVKTMCERYPHIPVALHLDHGTTFESCEKAVKAGFTSVMIDASHHAFEENLELTSKVVKMAHNAGVSVEAELGRLMGIEDNISVDEKDAVLVNPKEAEQFVKESQVDYLAPAIGTSHGAFKFKGEPKLDFERLQEVKRLTNIPLVLHGASAIPDNVRKSYLDAGGDLKGSKGVPFEFLQESVKGGINKVNTDTDLRIAFIAEVRKVANEDKSQFDLRKFFSPAQLALKNVVKERMKLLGSANKI. The pKi is 4.8. (9) The drug is O=C(c1ccc(Br)s1)C1CCN([C@@H]2CCCC[C@H]2O)CC1. The target protein (P81721) has sequence MGVTMAVGLAKAAMGKISSAIGERSKRISGAMNEPRRKRKILLVIVCIAMLLDNMLYMVIVPIIPNYLETIRTYKLVYITTPSNGTNGSLLNSTQRAVLERNPNANEDIQIGVLFASKAILQLLSNPFTGTFIDRVGYDIPLLIGLTIMFFSTITFAFGESYAVLFAARSLQGLGSAFADTSGIAMIADKYTEESERTQALGIALAFISFGSLVAPPFGGVLYQFAGKWVPFLVLSFVCLLDGILLLMVVTPFASRTRENMLQGTPIYKLMIDPYIAVVAGALTTCNIPLAFLEPTISNWMKKTMNASEWQMGITWLPAFFPHILGVYITVKLAAKYPNYQWFYGAVGLVIIGASSCTIPACRNFEELIIPLCALCFGIALVDTALLPTLAFLVDIRYVSVYGSVYAIADISYSVAYALGPIMAGQIVHDLGFVQLNLGMGLVNILYAPALLFLRNVCQMKPSLSERNILLEEGPKGLYDTIIMEERKAAKEPHGSSSGN.... The pKi is 7.3.